This data is from Full USPTO retrosynthesis dataset with 1.9M reactions from patents (1976-2016). The task is: Predict the reactants needed to synthesize the given product. (1) Given the product [NH2:30][C:28]1[CH:27]=[CH:26][C:3]([O:4][C:5]2[N:10]=[CH:9][N:8]=[C:7]([NH:11][C:12]([N:14]3[CH2:19][CH2:18][N:17]([CH2:20][CH2:21][N:22]4[CH2:25][CH2:24][CH2:23]4)[CH2:16][CH2:15]3)=[O:13])[CH:6]=2)=[C:2]([F:1])[CH:29]=1, predict the reactants needed to synthesize it. The reactants are: [F:1][C:2]1[CH:29]=[C:28]([N+:30]([O-])=O)[CH:27]=[CH:26][C:3]=1[O:4][C:5]1[N:10]=[CH:9][N:8]=[C:7]([NH:11][C:12]([N:14]2[CH2:19][CH2:18][N:17]([CH2:20][CH2:21][N:22]3[CH2:25][CH2:24][CH2:23]3)[CH2:16][CH2:15]2)=[O:13])[CH:6]=1. (2) Given the product [Br:61][C:42]1[CH:41]=[C:40]([CH2:39][C:24]([CH2:23][C:6]2[CH:5]=[CH:10][C:9]([C:11]([F:13])([F:12])[P:14]([OH:16])([OH:15])=[O:17])=[C:8]([Br:18])[CH:7]=2)([C:33]2[CH:38]=[CH:37][CH:36]=[CH:35][CH:34]=2)[C:25](=[O:32])[C:26]2[CH:31]=[CH:30][CH:29]=[CH:28][CH:27]=2)[CH:45]=[CH:44][C:43]=1[O:16][P:14]([CH:11]([F:13])[F:12])(=[O:15])[OH:17], predict the reactants needed to synthesize it. The reactants are: C([C:5]1[C:6]([CH2:23][C:24]([CH2:39][C:40]2[CH:45]=[CH:44][C:43](C(P(OC(C)(C)C)(OC(C)(C)C)=O)(F)F)=[C:42]([Br:61])[CH:41]=2)([C:33]2[CH:38]=[CH:37][CH:36]=[CH:35][CH:34]=2)[C:25](=[O:32])[C:26]2[CH:31]=[CH:30][CH:29]=[CH:28][CH:27]=2)=[C:7](C(C)(C)C)[C:8]([Br:18])=[C:9]([C:11]([P:14](=[O:17])([O-:16])[O-:15])([F:13])[F:12])[CH:10]=1)(C)(C)C. (3) Given the product [NH2:49][C:44]1[CH:43]=[C:42]([C:41]([F:40])([F:50])[F:51])[CH:47]=[CH:46][C:45]=1[NH:48][C:6](=[O:8])[C:5]1[CH:9]=[CH:10][C:2]([Cl:1])=[N:3][CH:4]=1, predict the reactants needed to synthesize it. The reactants are: [Cl:1][C:2]1[CH:10]=[CH:9][C:5]([C:6]([OH:8])=O)=[CH:4][N:3]=1.Cl.C(N=C=NCCCN(C)C)C.OC1C2N=NNC=2C=CC=1.C(N(CC)CC)C.[F:40][C:41]([F:51])([F:50])[C:42]1[CH:47]=[CH:46][C:45]([NH2:48])=[C:44]([NH2:49])[CH:43]=1. (4) Given the product [CH3:1][O:2][C:3]([C:5]1[CH:10]=[CH:9][C:8]([C:11]2[CH:16]=[CH:15][CH:14]=[C:13]([CH:17]([C:28]3[CH:33]=[CH:32][CH:31]=[CH:30][C:29]=3[CH3:34])[CH2:18][C:19](=[N:37][OH:38])[C:21]3[CH:26]=[CH:25][N:24]=[C:23]([CH3:27])[CH:22]=3)[CH:12]=2)=[CH:7][C:6]=1[F:35])=[O:4], predict the reactants needed to synthesize it. The reactants are: [CH3:1][O:2][C:3]([C:5]1[CH:10]=[CH:9][C:8]([C:11]2[CH:16]=[CH:15][CH:14]=[C:13]([CH:17]([C:28]3[CH:33]=[CH:32][CH:31]=[CH:30][C:29]=3[CH3:34])[CH2:18][C:19]([C:21]3[CH:26]=[CH:25][N:24]=[C:23]([CH3:27])[CH:22]=3)=O)[CH:12]=2)=[CH:7][C:6]=1[F:35])=[O:4].Cl.[NH2:37][OH:38].C([O-])(O)=O.[Na+]. (5) Given the product [N:9]1[C:17]2[C:12](=[N:13][CH:14]=[CH:15][CH:16]=2)[S:11][C:10]=1[C:18]1[CH:23]=[CH:22][CH:21]=[CH:20][C:19]=1[NH:24][C:25]([C:27]1[CH:32]=[C:31]([O:33][CH2:34][CH2:35][N:4]2[CH2:5][C@H:6]([CH3:8])[O:7][C@H:2]([CH3:1])[CH2:3]2)[CH:30]=[C:29]([C:37]2[CH:42]=[CH:41][CH:40]=[CH:39][CH:38]=2)[N:28]=1)=[O:26], predict the reactants needed to synthesize it. The reactants are: [CH3:1][C@H:2]1[O:7][C@@H:6]([CH3:8])[CH2:5][NH:4][CH2:3]1.[N:9]1[C:17]2[C:12](=[N:13][CH:14]=[CH:15][CH:16]=2)[S:11][C:10]=1[C:18]1[CH:23]=[CH:22][CH:21]=[CH:20][C:19]=1[NH:24][C:25]([C:27]1[CH:32]=[C:31]([O:33][CH2:34][CH2:35]Br)[CH:30]=[C:29]([C:37]2[CH:42]=[CH:41][CH:40]=[CH:39][CH:38]=2)[N:28]=1)=[O:26]. (6) Given the product [CH2:1]1[C:10]2[C:5](=[CH:6][CH:7]=[CH:8][CH:9]=2)[CH2:4][CH2:3][N:2]1[C:11]([NH:13][C:14]1[CH:15]=[CH:16][C:17]([C:18]([OH:20])=[O:19])=[CH:22][CH:23]=1)=[O:12], predict the reactants needed to synthesize it. The reactants are: [CH2:1]1[C:10]2[C:5](=[CH:6][CH:7]=[CH:8][CH:9]=2)[CH2:4][CH2:3][N:2]1[C:11]([NH:13][C:14]1[CH:23]=[CH:22][C:17]([C:18]([O:20]C)=[O:19])=[CH:16][CH:15]=1)=[O:12].[OH-].[Na+]. (7) Given the product [Cl:17][C:6]1[C:5]2[C:10](=[CH:11][C:12]([CH3:13])=[C:3]([O:2][CH3:1])[CH:4]=2)[N:9]=[CH:8][CH:7]=1, predict the reactants needed to synthesize it. The reactants are: [CH3:1][O:2][C:3]1[CH:4]=[C:5]2[C:10](=[CH:11][C:12]=1[CH3:13])[NH:9][CH:8]=[CH:7][C:6]2=O.P(Cl)(Cl)([Cl:17])=O. (8) The reactants are: [CH3:1][N:2]([CH3:16])[C:3]1([C:10]2[CH:15]=[CH:14][CH:13]=[CH:12][CH:11]=2)[CH2:8][CH2:7][CH:6]([NH2:9])[CH2:5][CH2:4]1.C(N(CC)CC)C.[Cl:24][C:25]1[CH:26]=[C:27]([CH:33]=[CH:34][CH:35]=1)[O:28][CH2:29][C:30](Cl)=[O:31].[OH-].[Na+]. Given the product [Cl:24][C:25]1[CH:26]=[C:27]([CH:33]=[CH:34][CH:35]=1)[O:28][CH2:29][C:30]([NH:9][CH:6]1[CH2:7][CH2:8][C:3]([N:2]([CH3:16])[CH3:1])([C:10]2[CH:15]=[CH:14][CH:13]=[CH:12][CH:11]=2)[CH2:4][CH2:5]1)=[O:31], predict the reactants needed to synthesize it. (9) The reactants are: [CH3:1][C:2]1([CH3:16])[CH2:7][NH:6][CH2:5][C:4]2[CH:8]=[C:9]([C:11]([O:13][CH2:14][CH3:15])=[O:12])[S:10][C:3]1=2.CCN(C(C)C)C(C)C.[N+:26]([C:29]1[CH:34]=[CH:33][CH:32]=[CH:31][C:30]=1[S:35](Cl)(=[O:37])=[O:36])([O-:28])=[O:27]. Given the product [CH3:1][C:2]1([CH3:16])[CH2:7][N:6]([S:35]([C:30]2[CH:31]=[CH:32][CH:33]=[CH:34][C:29]=2[N+:26]([O-:28])=[O:27])(=[O:36])=[O:37])[CH2:5][C:4]2[CH:8]=[C:9]([C:11]([O:13][CH2:14][CH3:15])=[O:12])[S:10][C:3]1=2, predict the reactants needed to synthesize it. (10) Given the product [Br:10][C:8]1[CH:9]=[C:4]2[C:5](=[CH:6][CH:7]=1)[O:11][C:22]1([CH2:23][CH2:24][N:19]([C:12]([O:14][C:15]([CH3:18])([CH3:17])[CH3:16])=[O:13])[CH2:20][CH2:21]1)[CH2:1][C:2]2=[O:3], predict the reactants needed to synthesize it. The reactants are: [CH3:1][C:2]([C:4]1[CH:9]=[C:8]([Br:10])[CH:7]=[CH:6][C:5]=1[OH:11])=[O:3].[C:12]([N:19]1[CH2:24][CH2:23][C:22](=O)[CH2:21][CH2:20]1)([O:14][C:15]([CH3:18])([CH3:17])[CH3:16])=[O:13].N1CCCC1.CO.